The task is: Predict which catalyst facilitates the given reaction.. This data is from Catalyst prediction with 721,799 reactions and 888 catalyst types from USPTO. (1) Reactant: C(P(C12CC3CC(CC(C3)C1)C2)C12CC3CC(CC(C3)C1)C2)CCC.C(=O)([O-])[O-].[K+].[K+].C(O)(=O)C(C)(C)C.[OH:39][C:40]([C@H:47]1[CH2:52][CH2:51][C@H:50]([C:53]([O:55][CH2:56][CH2:57][CH2:58][CH3:59])=[O:54])[CH2:49][CH2:48]1)([C:42]1[S:43][CH:44]=[CH:45][N:46]=1)[CH3:41].Br[C:61]1[N:66]=[C:65]([NH:67][C:68]2[CH:73]=[C:72]([CH3:74])[C:71]([F:75])=[CH:70][N:69]=2)[CH:64]=[C:63]([CH3:76])[CH:62]=1. Product: [F:75][C:71]1[C:72]([CH3:74])=[CH:73][C:68]([NH:67][C:65]2[N:66]=[C:61]([C:44]3[S:43][C:42]([C:40]([C@H:47]4[CH2:52][CH2:51][C@H:50]([C:53]([O:55][CH2:56][CH2:57][CH2:58][CH3:59])=[O:54])[CH2:49][CH2:48]4)([OH:39])[CH3:41])=[N:46][CH:45]=3)[CH:62]=[C:63]([CH3:76])[CH:64]=2)=[N:69][CH:70]=1. The catalyst class is: 167. (2) Reactant: [CH3:1][O:2][C:3]1[CH:4]=[CH:5][CH:6]=[C:7]2[C:14]=1[C:10]([CH2:11][CH2:12][NH2:13])=[CH:9][NH:8]2.[NH4+].[Cl-:16]. Product: [ClH:16].[CH3:1][O:2][C:3]1[CH:4]=[CH:5][CH:6]=[C:7]2[C:14]=1[C:10]([CH2:11][CH2:12][NH2:13])=[CH:9][NH:8]2. The catalyst class is: 5. (3) Reactant: [CH:1]1([NH:6][C:7]([C:9]2[CH:10]=[C:11]([C@@H:15]3[CH2:17][C@H:16]3[N:18]([CH2:26][CH:27]3[CH2:29][CH2:28]3)C(=O)OC(C)(C)C)[CH:12]=[CH:13][CH:14]=2)=[O:8])[CH2:5][CH2:4][CH2:3][CH2:2]1.[ClH:30].C(OCC)(=O)C. Product: [ClH:30].[CH:1]1([NH:6][C:7](=[O:8])[C:9]2[CH:14]=[CH:13][CH:12]=[C:11]([C@@H:15]3[CH2:17][C@H:16]3[NH:18][CH2:26][CH:27]3[CH2:28][CH2:29]3)[CH:10]=2)[CH2:2][CH2:3][CH2:4][CH2:5]1. The catalyst class is: 36. (4) Reactant: [NH:1]1[C:9]2[C:4](=[CH:5][CH:6]=[CH:7][CH:8]=2)[C:3]([CH2:10][OH:11])=[N:2]1. Product: [NH:1]1[C:9]2[C:4](=[CH:5][CH:6]=[CH:7][CH:8]=2)[C:3]([CH:10]=[O:11])=[N:2]1. The catalyst class is: 704. (5) Reactant: Br[C:2]1[CH:11]=[CH:10][CH:9]=[C:8]2[C:3]=1[CH2:4][C@H:5]([CH2:24][O:25][Si:26]([C:29]([CH3:32])([CH3:31])[CH3:30])([CH3:28])[CH3:27])[N:6]([C:13](=[O:23])[CH2:14][C:15]1[C:20]([F:21])=[CH:19][CH:18]=[CH:17][C:16]=1[Cl:22])[C@H:7]2[CH3:12].[CH2:33](OB(C=C)OCCCC)[CH2:34]CC.C([O-])([O-])=O.[Na+].[Na+]. Product: [Si:26]([O:25][CH2:24][C@H:5]1[CH2:4][C:3]2[C:8](=[CH:9][CH:10]=[CH:11][C:2]=2[CH:33]=[CH2:34])[C@H:7]([CH3:12])[N:6]1[C:13](=[O:23])[CH2:14][C:15]1[C:20]([F:21])=[CH:19][CH:18]=[CH:17][C:16]=1[Cl:22])([C:29]([CH3:30])([CH3:32])[CH3:31])([CH3:28])[CH3:27]. The catalyst class is: 184. (6) Reactant: [OH:1][CH:2]1[CH2:7][CH2:6][NH:5][CH2:4][CH2:3]1.Br[CH2:9][CH2:10][CH2:11][O:12][C:13]1[CH:22]=[C:21]2[C:16]([C:17]([O:23][C:24]3[C:25]([F:34])=[C:26]4[C:30](=[CH:31][CH:32]=3)[NH:29][C:28]([CH3:33])=[CH:27]4)=[CH:18][N:19]=[N:20]2)=[CH:15][C:14]=1[O:35][CH3:36]. Product: [F:34][C:25]1[C:24]([O:23][C:17]2[C:16]3[C:21](=[CH:22][C:13]([O:12][CH2:11][CH2:10][CH2:9][N:5]4[CH2:6][CH2:7][CH:2]([OH:1])[CH2:3][CH2:4]4)=[C:14]([O:35][CH3:36])[CH:15]=3)[N:20]=[N:19][CH:18]=2)=[CH:32][CH:31]=[C:30]2[C:26]=1[CH:27]=[C:28]([CH3:33])[NH:29]2. The catalyst class is: 3.